Dataset: CYP2C9 inhibition data for predicting drug metabolism from PubChem BioAssay. Task: Regression/Classification. Given a drug SMILES string, predict its absorption, distribution, metabolism, or excretion properties. Task type varies by dataset: regression for continuous measurements (e.g., permeability, clearance, half-life) or binary classification for categorical outcomes (e.g., BBB penetration, CYP inhibition). Dataset: cyp2c9_veith. (1) The compound is O=C(Nc1ccccc1)C(Cc1ccccc1)NC(=O)C12CC3CC(CC(C3)C1)C2. The result is 0 (non-inhibitor). (2) The compound is O=C(c1cc(C(F)(F)F)cc(C(F)(F)F)c1)N1CCC2(CC1)CN(c1ccccc1)C2. The result is 0 (non-inhibitor). (3) The molecule is COC(=O)[C@@]1(Cc2ccc(F)cc2)[C@H]2c3cc(C(=O)N(C)C)n(CCc4c[nH]c5ccc(OC)cc45)c3C[C@H]2CN1C(=O)c1ccccc1. The result is 1 (inhibitor). (4) The molecule is CN(C)CCCSc1nc2ccccc2[nH]1. The result is 0 (non-inhibitor). (5) The molecule is CCOC(=O)C(C)(C)Oc1ccc(Cl)cc1. The result is 0 (non-inhibitor). (6) The result is 0 (non-inhibitor). The molecule is CN(C)c1ncc2nc(-c3ccc(Cl)cc3)c(=O)n(Cc3cccs3)c2n1. (7) The molecule is CC(C)CN1CC[C@@]2(CCCN(C(=O)c3cccc(F)c3)C2)C1. The result is 0 (non-inhibitor).